This data is from Reaction yield outcomes from USPTO patents with 853,638 reactions. The task is: Predict the reaction yield, written as a fraction of the theoretical maximum amount of product (1.0 means a 100% yield; for example, 0.34 means a 34% yield). (1) The reactants are [OH:1][C:2]1[CH:3]=[C:4]([CH:7]=[CH:8][CH:9]=1)[CH:5]=[O:6].C(O[Cl:15])(C)(C)C. The catalyst is CC(O)=O. The product is [Cl:15][C:3]1[C:2]([OH:1])=[CH:9][CH:8]=[CH:7][C:4]=1[CH:5]=[O:6]. The yield is 0.550. (2) The reactants are Cl[C:2]1[C:10]2[C:6](=[C:7]([C:13]([O:15][CH2:16][CH3:17])=[O:14])[S:8][C:9]=2[S:11][CH3:12])[CH2:5][CH2:4][C:3]=1[CH:18]=[O:19].C(N(CC)CC)C.[C:27]([O:31][CH2:32][CH3:33])(=[O:30])[CH2:28][SH:29]. The catalyst is N1C=CC=CC=1. The product is [CH2:32]([O:31][C:27]([CH2:28][S:29][C:2]1[C:10]2[C:6](=[C:7]([C:13]([O:15][CH2:16][CH3:17])=[O:14])[S:8][C:9]=2[S:11][CH3:12])[CH2:5][CH2:4][C:3]=1[CH:18]=[O:19])=[O:30])[CH3:33]. The yield is 0.810.